From a dataset of Forward reaction prediction with 1.9M reactions from USPTO patents (1976-2016). Predict the product of the given reaction. (1) Given the reactants [CH3:1][O:2][C:3]1[CH:8]=[CH:7][C:6]([N:9]2[C:13](C(O)=O)=[C:12]([C:17]#[N:18])[C:11]([C:19]([F:22])([F:21])[F:20])=[N:10]2)=[CH:5][CH:4]=1.C(Cl)(=O)C(Cl)=O, predict the reaction product. The product is: [CH3:1][O:2][C:3]1[CH:4]=[CH:5][C:6]([N:9]2[CH:13]=[C:12]([C:17]#[N:18])[C:11]([C:19]([F:22])([F:20])[F:21])=[N:10]2)=[CH:7][CH:8]=1. (2) Given the reactants O=[C:2]([CH3:9])[CH2:3][C:4]([O:6][CH2:7][CH3:8])=[O:5].[NH2:10][C:11]1[CH:18]=[CH:17][CH:16]=[C:15]([O:19][CH:20]2[CH2:25][CH2:24][CH2:23][CH2:22][CH2:21]2)[C:12]=1[C:13]#[N:14].Cl[Sn](Cl)(Cl)Cl, predict the reaction product. The product is: [CH2:7]([O:6][C:4]([C:3]1[C:2]([CH3:9])=[N:10][C:11]2[C:12]([C:13]=1[NH2:14])=[C:15]([O:19][CH:20]1[CH2:21][CH2:22][CH2:23][CH2:24][CH2:25]1)[CH:16]=[CH:17][CH:18]=2)=[O:5])[CH3:8]. (3) Given the reactants C(N(CC)CC)C.[F:8][C:9]1[C:14]([F:15])=[CH:13][CH:12]=[CH:11][C:10]=1[C@H:16]1[CH2:22][N:21]2[C:23]([CH2:26][C:27]([F:30])([F:29])[F:28])=[N:24][N:25]=[C:20]2[C@H:19]([NH2:31])[CH2:18][CH2:17]1.[C:32](N1C=CN=C1)(N1C=CN=C1)=[O:33].[NH:44]1[CH2:49][CH2:48][CH:47]([N:50]2[CH2:59][C:58]3[C:53](=[CH:54][CH:55]=[CH:56][CH:57]=3)[NH:52][C:51]2=[O:60])[CH2:46][CH2:45]1, predict the reaction product. The product is: [F:8][C:9]1[C:14]([F:15])=[CH:13][CH:12]=[CH:11][C:10]=1[C@H:16]1[CH2:22][N:21]2[C:23]([CH2:26][C:27]([F:30])([F:28])[F:29])=[N:24][N:25]=[C:20]2[C@H:19]([NH:31][C:32]([N:44]2[CH2:45][CH2:46][CH:47]([N:50]3[CH2:59][C:58]4[C:53](=[CH:54][CH:55]=[CH:56][CH:57]=4)[NH:52][C:51]3=[O:60])[CH2:48][CH2:49]2)=[O:33])[CH2:18][CH2:17]1. (4) The product is: [CH:26]1([OH:27])[CH:17]([OH:16])[CH:18]([OH:19])[CH:20]([OH:21])[CH:22]([OH:23])[CH:24]1[OH:25]. Given the reactants OP([O-])([O-])=O.[K+].[K+].[Na+].[Cl-].[O-]S([O-])(=O)=O.[Mg+2].[O:16]=[CH:17][C@@H:18]([C@H:20]([C@@H:22]([C@@H:24]([CH2:26][OH:27])[OH:25])[OH:23])[OH:21])[OH:19].OC1O[C@H](CO)[C@@H](O[C@@H]2O[C@H](CO)[C@H](O)[C@H](O)[C@H]2O)[C@H](O)[C@H]1O, predict the reaction product.